Dataset: Merck oncology drug combination screen with 23,052 pairs across 39 cell lines. Task: Regression. Given two drug SMILES strings and cell line genomic features, predict the synergy score measuring deviation from expected non-interaction effect. (1) Drug 1: N#Cc1ccc(Cn2cncc2CN2CCN(c3cccc(Cl)c3)C(=O)C2)cc1. Drug 2: CCN(CC)CCNC(=O)c1c(C)[nH]c(C=C2C(=O)Nc3ccc(F)cc32)c1C. Cell line: KPL1. Synergy scores: synergy=9.69. (2) Drug 1: O=c1[nH]cc(F)c(=O)[nH]1. Drug 2: Cn1cc(-c2cnn3c(N)c(Br)c(C4CCCNC4)nc23)cn1. Cell line: NCIH1650. Synergy scores: synergy=10.3. (3) Drug 1: O=S1(=O)NC2(CN1CC(F)(F)F)C1CCC2Cc2cc(C=CCN3CCC(C(F)(F)F)CC3)ccc2C1. Drug 2: NC1(c2ccc(-c3nc4ccn5c(=O)[nH]nc5c4cc3-c3ccccc3)cc2)CCC1. Cell line: NCIH2122. Synergy scores: synergy=21.2. (4) Drug 1: COc1cccc2c1C(=O)c1c(O)c3c(c(O)c1C2=O)CC(O)(C(=O)CO)CC3OC1CC(N)C(O)C(C)O1. Drug 2: CNC(=O)c1cc(Oc2ccc(NC(=O)Nc3ccc(Cl)c(C(F)(F)F)c3)cc2)ccn1. Cell line: UWB1289BRCA1. Synergy scores: synergy=-8.53. (5) Drug 1: CCN(CC)CCNC(=O)c1c(C)[nH]c(C=C2C(=O)Nc3ccc(F)cc32)c1C. Drug 2: COC1=C2CC(C)CC(OC)C(O)C(C)C=C(C)C(OC(N)=O)C(OC)C=CC=C(C)C(=O)NC(=CC1=O)C2=O. Cell line: HT144. Synergy scores: synergy=3.04. (6) Drug 1: Nc1ccn(C2OC(CO)C(O)C2(F)F)c(=O)n1. Drug 2: CS(=O)(=O)CCNCc1ccc(-c2ccc3ncnc(Nc4ccc(OCc5cccc(F)c5)c(Cl)c4)c3c2)o1. Cell line: ES2. Synergy scores: synergy=-1.47.